Dataset: Forward reaction prediction with 1.9M reactions from USPTO patents (1976-2016). Task: Predict the product of the given reaction. Given the reactants [CH:1]1[C:13]2[NH:12][C:11]3[C:6](=[CH:7][CH:8]=[CH:9][CH:10]=3)[C:5]=2[CH:4]=[CH:3][CH:2]=1.[Br:14][C:15]1[CH:16]=[N:17][CH:18]=[C:19](Br)[CH:20]=1.C(=O)([O-])[O-].[K+].[K+].C1OCCOCCOCCOCCOCCOC1, predict the reaction product. The product is: [Br:14][C:15]1[CH:20]=[C:19]([N:12]2[C:11]3[CH:10]=[CH:9][CH:8]=[CH:7][C:6]=3[C:5]3[C:13]2=[CH:1][CH:2]=[CH:3][CH:4]=3)[CH:18]=[N:17][CH:16]=1.